Dataset: Catalyst prediction with 721,799 reactions and 888 catalyst types from USPTO. Task: Predict which catalyst facilitates the given reaction. (1) Reactant: [CH2:1]([O:8][C@H:9]1[C@H:14]([O:15][CH2:16][C:17]2[CH:22]=[CH:21][CH:20]=[CH:19][CH:18]=2)[C@H:13]([O:23][CH2:24][C:25]2[CH:30]=[CH:29][CH:28]=[CH:27][CH:26]=2)[O:12][CH2:11][C@@H:10]1[OH:31])[C:2]1[CH:7]=[CH:6][CH:5]=[CH:4][CH:3]=1.N1C=CC=CC=1.[F:38][C:39]([F:52])([F:51])[S:40](O[S:40]([C:39]([F:52])([F:51])[F:38])(=[O:42])=[O:41])(=[O:42])=[O:41].Cl.C([O-])([O-])=O.[K+].[K+]. Product: [F:38][C:39]([F:52])([F:51])[S:40]([O:31][C@@H:10]1[C@@H:9]([O:8][CH2:1][C:2]2[CH:7]=[CH:6][CH:5]=[CH:4][CH:3]=2)[C@H:14]([O:15][CH2:16][C:17]2[CH:22]=[CH:21][CH:20]=[CH:19][CH:18]=2)[C@H:13]([O:23][CH2:24][C:25]2[CH:26]=[CH:27][CH:28]=[CH:29][CH:30]=2)[O:12][CH2:11]1)(=[O:42])=[O:41]. The catalyst class is: 232. (2) Reactant: CC([O-])(C)C.[K+].[CH:7]1[CH:8]=[CH:9][C:10]([Cl:23])=[C:11]([CH2:13][N:14]2[CH2:22][C:18]3[CH:19]=[CH:20][S:21][C:17]=3[CH2:16][CH2:15]2)[CH:12]=1.[SiH:24]([CH2:29][CH3:30])([CH2:27][CH3:28])[CH2:25][CH3:26]. Product: [Cl:23][C:10]1[CH:9]=[CH:8][CH:7]=[CH:12][C:11]=1[CH2:13][N:14]1[CH2:15][CH2:16][C:17]2[S:21][C:20]([Si:24]([CH2:29][CH3:30])([CH2:27][CH3:28])[CH2:25][CH3:26])=[CH:19][C:18]=2[CH2:22]1. The catalyst class is: 1. (3) Reactant: [NH:1]1[CH2:6][CH2:5][NH:4][CH2:3][CH2:2]1.C(N(CC)CC)C.Cl[C:15]1[O:16][C:17]2[CH:23]=[CH:22][CH:21]=[CH:20][C:18]=2[N:19]=1.O. Product: [N:1]1([C:15]2[O:16][C:17]3[CH:23]=[CH:22][CH:21]=[CH:20][C:18]=3[N:19]=2)[CH2:6][CH2:5][NH:4][CH2:3][CH2:2]1. The catalyst class is: 2.